This data is from NCI-60 drug combinations with 297,098 pairs across 59 cell lines. The task is: Regression. Given two drug SMILES strings and cell line genomic features, predict the synergy score measuring deviation from expected non-interaction effect. (1) Drug 1: COC1=C(C=C2C(=C1)N=CN=C2NC3=CC(=C(C=C3)F)Cl)OCCCN4CCOCC4. Synergy scores: CSS=37.4, Synergy_ZIP=-6.37, Synergy_Bliss=-2.07, Synergy_Loewe=2.33, Synergy_HSA=3.76. Drug 2: C1=CN(C(=O)N=C1N)C2C(C(C(O2)CO)O)O.Cl. Cell line: PC-3. (2) Drug 2: CC(C)CN1C=NC2=C1C3=CC=CC=C3N=C2N. Cell line: OVCAR-5. Synergy scores: CSS=13.8, Synergy_ZIP=-5.43, Synergy_Bliss=-2.81, Synergy_Loewe=-7.49, Synergy_HSA=-2.80. Drug 1: C1=CC(=CC=C1CCC2=CNC3=C2C(=O)NC(=N3)N)C(=O)NC(CCC(=O)O)C(=O)O. (3) Drug 1: C1=CC(=CC=C1CC(C(=O)O)N)N(CCCl)CCCl.Cl. Drug 2: CC1C(C(CC(O1)OC2CC(OC(C2O)C)OC3=CC4=CC5=C(C(=O)C(C(C5)C(C(=O)C(C(C)O)O)OC)OC6CC(C(C(O6)C)O)OC7CC(C(C(O7)C)O)OC8CC(C(C(O8)C)O)(C)O)C(=C4C(=C3C)O)O)O)O. Cell line: SF-268. Synergy scores: CSS=14.8, Synergy_ZIP=-4.13, Synergy_Bliss=6.35, Synergy_Loewe=-52.7, Synergy_HSA=2.20. (4) Drug 1: C1=C(C(=O)NC(=O)N1)F. Drug 2: CCCCC(=O)OCC(=O)C1(CC(C2=C(C1)C(=C3C(=C2O)C(=O)C4=C(C3=O)C=CC=C4OC)O)OC5CC(C(C(O5)C)O)NC(=O)C(F)(F)F)O. Cell line: RPMI-8226. Synergy scores: CSS=69.2, Synergy_ZIP=-10.8, Synergy_Bliss=-21.0, Synergy_Loewe=-20.5, Synergy_HSA=-20.4. (5) Drug 1: CN1CCC(CC1)COC2=C(C=C3C(=C2)N=CN=C3NC4=C(C=C(C=C4)Br)F)OC. Drug 2: CC12CCC3C(C1CCC2OP(=O)(O)O)CCC4=C3C=CC(=C4)OC(=O)N(CCCl)CCCl.[Na+]. Cell line: RPMI-8226. Synergy scores: CSS=-7.48, Synergy_ZIP=-0.152, Synergy_Bliss=-3.28, Synergy_Loewe=-9.56, Synergy_HSA=-8.50.